This data is from Catalyst prediction with 721,799 reactions and 888 catalyst types from USPTO. The task is: Predict which catalyst facilitates the given reaction. (1) Reactant: C1(P(=O)(C2C=CC=CC=2)C2C=CC=CC=2)C=CC=CC=1.FC(F)(F)S(OS(C(F)(F)F)(=O)=O)(=O)=O.[CH3:36][S:37]([C:40]1[CH:45]=[CH:44][CH:43]=[CH:42][C:41]=1[S:46]([NH:49][C:50]1[CH:51]=[CH:52][CH:53]=[C:54]2[C:58]=1[NH:57][C:56]([C:59]([NH:61][CH2:62][CH2:63][S:64]C(C1C=CC=CC=1)(C1C=CC=CC=1)C1C=CC=CC=1)=O)=[CH:55]2)(=[O:48])=[O:47])(=[O:39])=[O:38]. Product: [S:64]1[CH2:63][CH2:62][N:61]=[C:59]1[C:56]1[NH:57][C:58]2[C:54]([CH:55]=1)=[CH:53][CH:52]=[CH:51][C:50]=2[NH:49][S:46]([C:41]1[CH:42]=[CH:43][CH:44]=[CH:45][C:40]=1[S:37]([CH3:36])(=[O:39])=[O:38])(=[O:48])=[O:47]. The catalyst class is: 4. (2) The catalyst class is: 49. Reactant: [C:1]([N:8]1[CH2:12][C@H:11]([O:13][CH3:14])[CH2:10][C@H:9]1[C:15](O)=[O:16])([O:3][C:4]([CH3:7])([CH3:6])[CH3:5])=[O:2].O. Product: [C:1]([N:8]1[CH2:12][C@H:11]([O:13][CH3:14])[CH2:10][C@H:9]1[CH2:15][OH:16])([O:3][C:4]([CH3:7])([CH3:6])[CH3:5])=[O:2].